This data is from Forward reaction prediction with 1.9M reactions from USPTO patents (1976-2016). The task is: Predict the product of the given reaction. (1) Given the reactants [CH3:1][O:2][C:3]1[CH:8]=[CH:7][C:6]([C@@H:9]2[C@H:13]([C:14]([O:16]CC)=[O:15])[C@@H:12]([C:19]3[CH:27]=[CH:26][C:22]4[O:23][CH2:24][O:25][C:21]=4[CH:20]=3)[CH2:11][N:10]2[CH2:28][C:29]([N:31]([CH2:37][CH2:38][CH2:39][CH3:40])[CH2:32][CH2:33][CH2:34][CH2:35]Br)=[O:30])=[CH:5][CH:4]=1.[CH3:41][NH:42][CH3:43], predict the reaction product. The product is: [CH3:1][O:2][C:3]1[CH:8]=[CH:7][C:6]([C@@H:9]2[C@H:13]([C:14]([OH:16])=[O:15])[C@@H:12]([C:19]3[CH:27]=[CH:26][C:22]4[O:23][CH2:24][O:25][C:21]=4[CH:20]=3)[CH2:11][N:10]2[CH2:28][C:29]([N:31]([CH2:37][CH2:38][CH2:39][CH3:40])[CH2:32][CH2:33][CH2:34][CH2:35][N:42]([CH3:43])[CH3:41])=[O:30])=[CH:5][CH:4]=1. (2) Given the reactants [Cl-].[F:2][C:3]1[CH:4]=[CH:5][C:6]([CH3:13])=[C:7]([S:9]([NH2:12])(=[O:11])=[O:10])[CH:8]=1.[NH4+].[OH-], predict the reaction product. The product is: [F:2][C:3]1[CH:4]=[CH:5][C:6]([CH3:13])=[C:7]([S:9]([NH2:12])(=[O:10])=[O:11])[CH:8]=1. (3) Given the reactants [N:1]1C=C[CH:4]=[CH:3][CH:2]=1.[C:7](Cl)(=[O:25])[CH2:8][CH2:9][CH2:10][CH2:11][CH2:12][CH2:13][CH2:14]/[CH:15]=[CH:16]/[CH2:17][CH2:18][CH2:19][CH2:20][CH2:21][CH2:22][CH2:23][CH3:24].[OH-].[Na+].[C:29]([OH:38])(=[O:37])[CH:30]([CH:32]([C:34](O)=O)[OH:33])O, predict the reaction product. The product is: [C:7]([NH:1][C:2]1[CH:34]=[C:32]([OH:33])[C:30](=[CH:4][CH:3]=1)[C:29]([OH:38])=[O:37])(=[O:25])[CH2:8][CH2:9][CH2:10][CH2:11][CH2:12][CH2:13][CH2:14]/[CH:15]=[CH:16]/[CH2:17][CH2:18][CH2:19][CH2:20][CH2:21][CH2:22][CH2:23][CH3:24]. (4) Given the reactants [OH-].[NH4+:2].[C:3]([NH:7][S:8]([C:11]1[CH:16]=[C:15]([O:17][CH3:18])[CH:14]=[CH:13][C:12]=1[S:19](Cl)(=[O:21])=[O:20])(=[O:10])=[O:9])([CH3:6])([CH3:5])[CH3:4], predict the reaction product. The product is: [C:3]([NH:7][S:8]([C:11]1[CH:16]=[C:15]([O:17][CH3:18])[CH:14]=[CH:13][C:12]=1[S:19]([NH2:2])(=[O:21])=[O:20])(=[O:10])=[O:9])([CH3:6])([CH3:5])[CH3:4]. (5) Given the reactants Cl.Cl[CH2:3][CH2:4][N:5]1[CH2:10][CH2:9][O:8][CH2:7][CH2:6]1.[C:11]([C:13]1([NH:16][C:17]([C@@H:19]2[CH2:24][CH2:23][CH2:22][CH2:21][C@H:20]2[C:25]([N:27]2[CH2:40][CH2:39][C:30]3[NH:31][C:32]4[C:33]([OH:38])=[CH:34][CH:35]=[CH:36][C:37]=4[C:29]=3[CH2:28]2)=[O:26])=[O:18])[CH2:15][CH2:14]1)#[N:12].C(=O)([O-])[O-].[K+].[K+], predict the reaction product. The product is: [C:11]([C:13]1([NH:16][C:17]([C@@H:19]2[CH2:24][CH2:23][CH2:22][CH2:21][C@H:20]2[C:25]([N:27]2[CH2:40][CH2:39][C:30]3[NH:31][C:32]4[C:33]([O:38][CH2:3][CH2:4][N:5]5[CH2:10][CH2:9][O:8][CH2:7][CH2:6]5)=[CH:34][CH:35]=[CH:36][C:37]=4[C:29]=3[CH2:28]2)=[O:26])=[O:18])[CH2:15][CH2:14]1)#[N:12].